From a dataset of Forward reaction prediction with 1.9M reactions from USPTO patents (1976-2016). Predict the product of the given reaction. (1) Given the reactants [C:1]([O:5][C:6]([NH:8][CH2:9][CH:10]1[CH2:15][CH2:14][N:13]([C:16]2[N:21]=[C:20](Cl)[N:19]=[C:18]([C:23]([O:25][CH3:26])=[O:24])[CH:17]=2)[CH2:12][CH2:11]1)=[O:7])([CH3:4])([CH3:3])[CH3:2].CO, predict the reaction product. The product is: [C:1]([O:5][C:6]([NH:8][CH2:9][CH:10]1[CH2:15][CH2:14][N:13]([C:16]2[N:21]=[CH:20][N:19]=[C:18]([C:23]([O:25][CH3:26])=[O:24])[CH:17]=2)[CH2:12][CH2:11]1)=[O:7])([CH3:4])([CH3:3])[CH3:2]. (2) Given the reactants [N:1]1([CH2:7][CH2:8][OH:9])[CH2:6][CH2:5][NH:4][CH2:3][CH2:2]1.N1C=CC=CC=1.[Si:16](Cl)([C:29]([CH3:32])([CH3:31])[CH3:30])([C:23]1[CH:28]=[CH:27][CH:26]=[CH:25][CH:24]=1)[C:17]1[CH:22]=[CH:21][CH:20]=[CH:19][CH:18]=1, predict the reaction product. The product is: [C:29]([Si:16]([C:23]1[CH:28]=[CH:27][CH:26]=[CH:25][CH:24]=1)([C:17]1[CH:18]=[CH:19][CH:20]=[CH:21][CH:22]=1)[O:9][CH2:8][CH2:7][N:1]1[CH2:6][CH2:5][NH:4][CH2:3][CH2:2]1)([CH3:32])([CH3:30])[CH3:31]. (3) Given the reactants [C:1]([C:5]1[CH:10]=[CH:9][CH:8]=[CH:7][C:6]=1[OH:11])([CH3:4])([CH3:3])[CH3:2].[CH:12]#[C:13][CH2:14]Br.C([O-])([O-])=O.[K+].[K+], predict the reaction product. The product is: [C:1]([C:5]1[CH:10]=[CH:9][CH:8]=[CH:7][C:6]=1[O:11][CH2:14][C:13]#[CH:12])([CH3:4])([CH3:2])[CH3:3]. (4) Given the reactants [CH2:1]([C:4]1[CH:45]=[CH:44][CH:43]=[CH:42][C:5]=1[C:6]([NH:8][CH2:9][C:10]1[CH:41]=[C:13]2[N:14]=[C:15]([CH3:40])[C:16]([C@H:29]([O:35][C:36]([CH3:39])([CH3:38])[CH3:37])[C:30]([O:32][CH2:33][CH3:34])=[O:31])=[C:17]([N:18]3[CH2:23][CH2:22][C:21]([O:25][CH2:26][CH:27]=C)([CH3:24])[CH2:20][CH2:19]3)[N:12]2[N:11]=1)=[O:7])[CH:2]=C, predict the reaction product. The product is: [C:36]([O:35][C@@H:29]([C:16]1[C:15]([CH3:40])=[N:14][C:13]2=[CH:41][C:10]3=[N:11][N:12]2[C:17]=1[N:18]1[CH2:23][CH2:22][C:21]([CH3:24])([O:25][CH2:26][CH:27]=[CH:2][CH2:1][C:4]2[CH:45]=[CH:44][CH:43]=[CH:42][C:5]=2[C:6](=[O:7])[NH:8][CH2:9]3)[CH2:20][CH2:19]1)[C:30]([O:32][CH2:33][CH3:34])=[O:31])([CH3:38])([CH3:39])[CH3:37]. (5) The product is: [Br:1][C:2]1[CH:3]=[C:4]2[C:9](=[CH:10][CH:11]=1)[C:8]([N:20]1[CH2:21][CH2:22][N:17]([S:14]([CH3:13])(=[O:16])=[O:15])[CH2:18][CH2:19]1)=[N:7][N:6]=[CH:5]2. Given the reactants [Br:1][C:2]1[CH:3]=[C:4]2[C:9](=[CH:10][CH:11]=1)[C:8](Cl)=[N:7][N:6]=[CH:5]2.[CH3:13][S:14]([N:17]1[CH2:22][CH2:21][NH:20][CH2:19][CH2:18]1)(=[O:16])=[O:15], predict the reaction product. (6) Given the reactants [ClH:1].[CH:2]1([C@H:8]2[N:13]3[CH:14]=[C:15]([C:20]([N:22]4[C@H:27]([CH3:28])[CH2:26][N:25](CC5C=CC=CC=5)[CH2:24][C@@H:23]4[CH3:36])=[O:21])[C:16]4[CH:17]=[CH:18][CH:19]=[C:11]([C:12]=43)[O:10][CH2:9]2)[CH2:7][CH2:6][CH2:5][CH2:4][CH2:3]1, predict the reaction product. The product is: [ClH:1].[CH:2]1([C@H:8]2[N:13]3[CH:14]=[C:15]([C:20]([N:22]4[C@H:23]([CH3:36])[CH2:24][NH:25][CH2:26][C@@H:27]4[CH3:28])=[O:21])[C:16]4[CH:17]=[CH:18][CH:19]=[C:11]([C:12]=43)[O:10][CH2:9]2)[CH2:3][CH2:4][CH2:5][CH2:6][CH2:7]1. (7) Given the reactants [Cl:1][C:2]1[N:3]=[CH:4][C:5]([CH2:8][OH:9])=[N:6][CH:7]=1.C(N(CC)CC)C.[CH3:17][S:18](Cl)(=[O:20])=[O:19].S([O-])(=O)(=O)C, predict the reaction product. The product is: [CH3:17][S:18]([O:9][CH2:8][C:5]1[CH:4]=[N:3][C:2]([Cl:1])=[CH:7][N:6]=1)(=[O:20])=[O:19]. (8) The product is: [OH:44][C:37]1([C:5]2[CH:6]=[CH:7][C:8]3[C:3](=[CH:12][CH:13]=[CH:14][CH:15]=3)[CH:4]=2)[C:38]2[C:43](=[CH:42][CH:41]=[CH:40][CH:39]=2)[N:35]([CH2:34][C:33]2[CH:32]=[CH:31][C:30]([O:29][CH3:28])=[CH:47][CH:46]=2)[C:36]1=[O:45]. Given the reactants C1O[C:8]2[C:3](=[CH:4][CH:5]=[C-:6][CH:7]=2)O1.[Mg+2].[Br-].[CH2:12](N1C2C(=CC=CC=2)C(=O)C1=O)[CH2:13][CH2:14][CH2:15]C.[CH3:28][O:29][C:30]1[CH:47]=[CH:46][C:33]([CH2:34][N:35]2[C:43]3[C:38](=[CH:39][CH:40]=[CH:41][CH:42]=3)[C:37](=[O:44])[C:36]2=[O:45])=[CH:32][CH:31]=1, predict the reaction product.